Predict the reaction yield, written as a fraction of the theoretical maximum amount of product (1.0 means a 100% yield; for example, 0.34 means a 34% yield). From a dataset of Reaction yield outcomes from USPTO patents with 853,638 reactions. (1) The reactants are C(OC([N:11]1[CH2:22][CH2:21][N:20]([CH2:23][C:24]([O:26][C:27]([CH3:30])([CH3:29])[CH3:28])=[O:25])[CH2:19][CH2:18][N:17](C(OCC2C=CC=CC=2)=O)[CH2:16][CH2:15][N:14]([CH2:41][C:42]([O:44][C:45]([CH3:48])([CH3:47])[CH3:46])=[O:43])[CH2:13][CH2:12]1)=O)C1C=CC=CC=1. The catalyst is C(O)C.[Pd]. The product is [C:24]([CH2:23][N:20]1[CH2:21][CH2:22][NH:11][CH2:12][CH2:13][N:14]([CH2:41][C:42]([O:44][C:45]([CH3:48])([CH3:47])[CH3:46])=[O:43])[CH2:15][CH2:16][NH:17][CH2:18][CH2:19]1)([O:26][C:27]([CH3:28])([CH3:30])[CH3:29])=[O:25]. The yield is 0.970. (2) The reactants are CN(C(ON1N=NC2C=CC=CC1=2)=[N+](C)C)C.[B-](F)(F)(F)F.C(N(CC)CC)C.Cl.[NH:31]1[CH:35]=[C:34]([CH2:36][CH2:37][C:38]([OH:40])=O)[N:33]=[CH:32]1.[NH2:41][C@H:42]([CH2:60][C:61]1[CH:66]=[CH:65][C:64]([O:67][CH3:68])=[CH:63][CH:62]=1)[C:43]([N:45]1[CH2:48][C:47]([CH:54]2[CH2:59][CH2:58][CH2:57][CH2:56][CH2:55]2)([CH2:49][CH2:50][CH2:51][CH2:52][CH3:53])[CH2:46]1)=[O:44]. The catalyst is CN(C=O)C. The product is [CH:54]1([C:47]2([CH2:49][CH2:50][CH2:51][CH2:52][CH3:53])[CH2:46][N:45]([C:43](=[O:44])[C@H:42]([NH:41][C:38](=[O:40])[CH2:37][CH2:36][C:34]3[N:33]=[CH:32][NH:31][CH:35]=3)[CH2:60][C:61]3[CH:62]=[CH:63][C:64]([O:67][CH3:68])=[CH:65][CH:66]=3)[CH2:48]2)[CH2:59][CH2:58][CH2:57][CH2:56][CH2:55]1. The yield is 0.550. (3) The reactants are [F:1][C:2]1[CH:24]=[CH:23][C:5]([O:6][C:7]2[CH:8]=[C:9]3[C:13](=[CH:14][C:15]=2[C:16]([NH2:18])=[O:17])[N:12]([CH2:19][CH:20]([CH3:22])[CH3:21])[N:11]=[CH:10]3)=[CH:4][CH:3]=1.C(N1C=CN=C1)(N1C=CN=C1)=O.N1[CH2:42][CH2:41][O:40][CH2:39][CH2:38]1. The catalyst is C1COCC1. The product is [F:1][C:2]1[CH:24]=[CH:23][C:5]([O:6][C:7]2[CH:8]=[C:9]3[C:13](=[CH:14][C:15]=2[C:16]([N:18]2[CH2:42][CH2:41][O:40][CH2:39][CH2:38]2)=[O:17])[N:12]([CH2:19][CH:20]([CH3:22])[CH3:21])[N:11]=[CH:10]3)=[CH:4][CH:3]=1. The yield is 0.930. (4) The reactants are [F:1][C:2]([F:16])([CH:8]([OH:15])[C:9]1[CH:14]=[CH:13][CH:12]=[CH:11][CH:10]=1)[C:3]([O:5][CH2:6][CH3:7])=[O:4].[C:17]12([C:27](Cl)=[O:28])[CH2:26][CH:21]3[CH2:22][CH:23]([CH2:25][CH:19]([CH2:20]3)[CH2:18]1)[CH2:24]2.C(N(CC)CC)C. The catalyst is C(Cl)Cl.CN(C)C1C=CN=CC=1. The product is [C:17]12([C:27]([O:15][CH:8]([C:9]3[CH:14]=[CH:13][CH:12]=[CH:11][CH:10]=3)[C:2]([C:3]([O:5][CH2:6][CH3:7])=[O:4])([F:16])[F:1])=[O:28])[CH2:24][CH:23]3[CH2:22][CH:21]([CH2:20][CH:19]([CH2:25]3)[CH2:18]1)[CH2:26]2. The yield is 0.680. (5) The reactants are C(=O)(OC)[O:2][C:3]1[CH:8]=[C:7]([N+:9]([O-:11])=[O:10])[C:6](Br)=[CH:5][C:4]=1[CH:13]1[CH2:17][CH2:16][CH2:15][CH2:14]1.[CH3:21][N:22](C=O)C. The catalyst is [C-]#N.[Zn+2].[C-]#N.C1C=CC([P]([Pd]([P](C2C=CC=CC=2)(C2C=CC=CC=2)C2C=CC=CC=2)([P](C2C=CC=CC=2)(C2C=CC=CC=2)C2C=CC=CC=2)[P](C2C=CC=CC=2)(C2C=CC=CC=2)C2C=CC=CC=2)(C2C=CC=CC=2)C2C=CC=CC=2)=CC=1. The product is [CH:13]1([C:4]2[C:3]([OH:2])=[CH:8][C:7]([N+:9]([O-:11])=[O:10])=[C:6]([CH:5]=2)[C:21]#[N:22])[CH2:17][CH2:16][CH2:15][CH2:14]1. The yield is 0.580. (6) The reactants are C(N)CCC.[BH4-].[Na+].[CH:8]#[C:9][CH2:10][CH2:11][CH2:12][CH3:13].Br[C:15]#[C:16][CH2:17][CH2:18][CH2:19][CH2:20][CH2:21][CH2:22][Cl:23]. The catalyst is O.CCCCCC.CO. The product is [Cl:23][CH2:22][CH2:21][CH2:20][CH2:19][CH2:18][CH2:17][C:16]#[C:15][C:8]#[C:9][CH2:10][CH2:11][CH2:12][CH3:13]. The yield is 0.988. (7) The reactants are C([Li])CCC.Br[C:7]1[CH:12]=[CH:11][CH:10]=[C:9]([Br:13])[CH:8]=1.[CH3:14][S:15][C:16]1[CH:21]=[CH:20][C:19]([C:22](=O)[CH3:23])=[CH:18][CH:17]=1. The catalyst is O1CCCC1. The product is [Br:13][C:9]1[CH:10]=[CH:11][CH:12]=[C:7]([C:22]([C:19]2[CH:20]=[CH:21][C:16]([S:15][CH3:14])=[CH:17][CH:18]=2)=[CH2:23])[CH:8]=1. The yield is 0.880. (8) The reactants are Cl[C:2]1[C:10]2[NH:9][N:8]=[CH:7][C:6]=2[C:5]([NH:11][C:12]2[C:20]3[C:15](=[C:16]([Cl:21])[N:17]=[CH:18][CH:19]=3)[O:14][C:13]=2[C:22]2[N:27]=[CH:26][CH:25]=[CH:24][N:23]=2)=[CH:4][CH:3]=1.[NH4+:28]. The catalyst is O1CCOCC1. The product is [Cl:21][C:16]1[N:17]=[CH:18][CH:19]=[C:20]2[C:12]([NH:11][C:5]3[C:6]4[CH:7]=[N:8][NH:9][C:10]=4[C:2]([NH2:28])=[CH:3][CH:4]=3)=[C:13]([C:22]3[N:23]=[CH:24][CH:25]=[CH:26][N:27]=3)[O:14][C:15]=12. The yield is 0.0800.